This data is from Full USPTO retrosynthesis dataset with 1.9M reactions from patents (1976-2016). The task is: Predict the reactants needed to synthesize the given product. (1) The reactants are: [C:1]([O:5][C:6]([N:8]1[CH2:13][CH2:12][N:11]([C:14]2[C:19](Cl)=[N:18][CH:17]=[CH:16][N:15]=2)[CH2:10][CH2:9]1)=[O:7])([CH3:4])([CH3:3])[CH3:2].[N:21]1[CH:26]=[CH:25][C:24]([CH2:27][OH:28])=[CH:23][CH:22]=1.C(C(CCC)[O-])(C)(C)C.[K+].C(O)(C)(C)C. Given the product [C:1]([O:5][C:6]([N:8]1[CH2:13][CH2:12][N:11]([C:14]2[C:19]([O:28][CH2:27][C:24]3[CH:25]=[CH:26][N:21]=[CH:22][CH:23]=3)=[N:18][CH:17]=[CH:16][N:15]=2)[CH2:10][CH2:9]1)=[O:7])([CH3:4])([CH3:3])[CH3:2], predict the reactants needed to synthesize it. (2) Given the product [CH3:26][O:25][C:23](=[O:24])[C:22]([CH3:28])([CH3:27])[CH2:21][C:20]1[O:19][N:18]=[C:2]([C:3]2[S:4][CH:5]=[C:6]([C:8]([OH:9])=[O:43])[N:7]=2)[N:1]=1, predict the reactants needed to synthesize it. The reactants are: [NH2:1][C:2](=[N:18][O:19][C:20](=O)[CH2:21][C:22]([CH3:28])([CH3:27])[C:23]([O:25][CH3:26])=[O:24])[C:3]1[S:4][CH:5]=[C:6]([CH2:8][O:9]COCC[Si](C)(C)C)[N:7]=1.CC1(C)N([O])C(C)(C)CCC1.C(O)(=[O:43])C.C(O)(=O)C.IC1C=CC=CC=1. (3) Given the product [CH2:1]([O:3][C:4](=[O:18])[CH2:5][CH2:6][C@H:7]([CH:8]=[O:9])[NH:10][C:11]([O:13][C:14]([CH3:15])([CH3:17])[CH3:16])=[O:12])[CH3:2], predict the reactants needed to synthesize it. The reactants are: [CH2:1]([O:3][C:4](=[O:18])[CH2:5][CH2:6][C@@H:7]([NH:10][C:11]([O:13][C:14]([CH3:17])([CH3:16])[CH3:15])=[O:12])[CH2:8][OH:9])[CH3:2].C(N(C(C)C)CC)(C)C. (4) Given the product [Cl:31][C:32]1[C:37]([Cl:38])=[CH:36][CH:35]=[CH:34][C:33]=1[C:2]1[CH:3]=[C:4]2[C:9]3=[C:10]([C@H:12]4[CH2:17][N:16]([C:18]([O:20][C:21]([CH3:23])([CH3:24])[CH3:22])=[O:19])[CH2:15][CH2:14][C@H:13]4[N:8]3[CH2:7][CH2:6][CH2:5]2)[CH:11]=1, predict the reactants needed to synthesize it. The reactants are: Br[C:2]1[CH:3]=[C:4]2[C:9]3=[C:10]([C@H:12]4[CH2:17][N:16]([C:18]([O:20][C:21]([CH3:24])([CH3:23])[CH3:22])=[O:19])[CH2:15][CH2:14][C@H:13]4[N:8]3[CH2:7][CH2:6][CH2:5]2)[CH:11]=1.C(=O)([O-])[O-].[Na+].[Na+].[Cl:31][C:32]1[C:37]([Cl:38])=[CH:36][CH:35]=[CH:34][C:33]=1B(O)O.P(C1C=CC=CC=1)(C1C=CC=CC=1)C1C=CC=CC=1. (5) Given the product [CH3:1][O:2][C:3](=[O:35])[CH2:4][NH:5][C:6]1[CH:11]=[CH:10][C:9]([CH2:12][N:13]2[CH:17]=[C:16]([C:18]3[CH:23]=[CH:22][C:21]([Cl:24])=[CH:20][C:19]=3[Cl:25])[N:15]=[C:14]2/[CH:26]=[CH:27]/[C:28]2[CH:33]=[CH:32][C:31]([C:38]3[CH:39]=[C:40]([C:43]([F:45])([F:46])[F:44])[CH:41]=[CH:42][C:37]=3[F:36])=[CH:30][CH:29]=2)=[CH:8][CH:7]=1, predict the reactants needed to synthesize it. The reactants are: [CH3:1][O:2][C:3](=[O:35])[CH2:4][NH:5][C:6]1[CH:11]=[CH:10][C:9]([CH2:12][N:13]2[CH:17]=[C:16]([C:18]3[CH:23]=[CH:22][C:21]([Cl:24])=[CH:20][C:19]=3[Cl:25])[N:15]=[C:14]2/[CH:26]=[CH:27]/[C:28]2[CH:33]=[CH:32][C:31](Br)=[CH:30][CH:29]=2)=[CH:8][CH:7]=1.[F:36][C:37]1[CH:42]=[CH:41][C:40]([C:43]([F:46])([F:45])[F:44])=[CH:39][C:38]=1B(O)O. (6) The reactants are: C(O[C:4]([C:6]1[CH:7]=[N:8][C:9]2[C:14]([C:15]=1[NH:16][CH:17]([CH3:19])[CH3:18])=[CH:13][CH:12]=[CH:11][C:10]=2[O:20][CH3:21])=[O:5])C.[CH:22]([N:25]=[C:26]=[O:27])([CH3:24])[CH3:23]. Given the product [CH:17]([N:16]1[C:15]2[C:14]3[CH:13]=[CH:12][CH:11]=[C:10]([O:20][CH3:21])[C:9]=3[N:8]=[CH:7][C:6]=2[C:4](=[O:5])[N:25]([CH:22]([CH3:24])[CH3:23])[C:26]1=[O:27])([CH3:18])[CH3:19], predict the reactants needed to synthesize it. (7) Given the product [C:1]([C:3](=[CH:40][CH:41]([CH3:43])[CH3:42])[C:4]([N:6]1[CH2:11][CH2:10][CH2:9][CH:8]([N:12]2[C:16]3[CH:17]=[CH:18][CH:19]=[CH:20][C:15]=3[N:14]=[C:13]2[NH:21][C:22](=[O:29])[C:23]2[CH:28]=[CH:27][CH:26]=[N:25][CH:24]=2)[CH2:7]1)=[O:5])#[N:2], predict the reactants needed to synthesize it. The reactants are: [C:1]([CH2:3][C:4]([N:6]1[CH2:11][CH2:10][CH2:9][CH:8]([N:12]2[C:16]3[CH:17]=[CH:18][CH:19]=[CH:20][C:15]=3[N:14]=[C:13]2[NH:21][C:22](=[O:29])[C:23]2[CH:28]=[CH:27][CH:26]=[N:25][CH:24]=2)[CH2:7]1)=[O:5])#[N:2].C(O)(=O)C.N1CCCCC1.[CH:40](=O)[CH:41]([CH3:43])[CH3:42].C(Cl)Cl.CO. (8) Given the product [CH3:14][O:15][C:16]([C:18]1[CH:19]2[N:35]([C:36]([O:38][C:39]([CH3:42])([CH3:41])[CH3:40])=[O:37])[CH:22]([CH2:23][C:24]=1[C:25]1[CH:30]=[CH:29][C:28]([O:31][CH2:32][CH2:33][O:34][C:49]3[C:44]([Cl:43])=[CH:45][C:46]([CH3:52])=[CH:47][C:48]=3[Cl:51])=[CH:27][CH:26]=1)[CH2:21][CH2:20]2)=[O:17], predict the reactants needed to synthesize it. The reactants are: P(CCCC)(CCCC)CCCC.[CH3:14][O:15][C:16]([C:18]1[CH:19]2[N:35]([C:36]([O:38][C:39]([CH3:42])([CH3:41])[CH3:40])=[O:37])[CH:22]([CH2:23][C:24]=1[C:25]1[CH:30]=[CH:29][C:28]([O:31][CH2:32][CH2:33][OH:34])=[CH:27][CH:26]=1)[CH2:21][CH2:20]2)=[O:17].[Cl:43][C:44]1[C:49](O)=[C:48]([Cl:51])[CH:47]=[C:46]([CH3:52])[CH:45]=1.